This data is from Forward reaction prediction with 1.9M reactions from USPTO patents (1976-2016). The task is: Predict the product of the given reaction. (1) Given the reactants F[C:2]1[CH:7]=[CH:6][C:5]([C:8]2[C:9]([NH2:37])=[N:10][CH:11]=[N:12][C:13]=2[N:14]2[CH2:19][CH2:18][CH:17]([C:20]3[N:21]([CH3:36])[CH:22]=[C:23]([C:25]4[CH:30]=[CH:29][C:28]([F:31])=[C:27]([C:32]([F:35])([F:34])[F:33])[CH:26]=4)[N:24]=3)[CH2:16][CH2:15]2)=[CH:4][CH:3]=1.[C:38](C1C=CC(B(O)O)=CC=1)#[N:39], predict the reaction product. The product is: [NH2:37][C:9]1[C:8]([C:5]2[CH:4]=[CH:3][C:2]([C:38]#[N:39])=[CH:7][CH:6]=2)=[C:13]([N:14]2[CH2:19][CH2:18][CH:17]([C:20]3[N:21]([CH3:36])[CH:22]=[C:23]([C:25]4[CH:30]=[CH:29][C:28]([F:31])=[C:27]([C:32]([F:34])([F:33])[F:35])[CH:26]=4)[N:24]=3)[CH2:16][CH2:15]2)[N:12]=[CH:11][N:10]=1. (2) Given the reactants Cl[C:2]1[C:11]2[C:6](=[CH:7][C:8]([F:12])=[CH:9][CH:10]=2)[N:5]=[C:4]([N:13]2[CH2:17][CH2:16][CH2:15][C:14]2=[O:18])[C:3]=1[CH3:19].[O:20]1[CH2:25][CH2:24][N:23]([C:26]2[CH:27]=[C:28]3[NH:34][CH2:33][C:32]4([CH2:39][CH2:38][O:37][CH2:36][CH2:35]4)[C:29]3=[N:30][CH:31]=2)[CH2:22][CH2:21]1.CC(C)([O-])C.[Na+], predict the reaction product. The product is: [F:12][C:8]1[CH:7]=[C:6]2[C:11]([C:2]([N:34]3[C:28]4[C:29](=[N:30][CH:31]=[C:26]([N:23]5[CH2:24][CH2:25][O:20][CH2:21][CH2:22]5)[CH:27]=4)[C:32]4([CH2:39][CH2:38][O:37][CH2:36][CH2:35]4)[CH2:33]3)=[C:3]([CH3:19])[C:4]([N:13]3[CH2:17][CH2:16][CH2:15][C:14]3=[O:18])=[N:5]2)=[CH:10][CH:9]=1. (3) Given the reactants [C:1]1(=[O:12])[C:6]2([CH2:11][CH2:10][NH:9][CH2:8][CH2:7]2)[CH2:5][CH2:4][CH2:3][NH:2]1.[I:13][C:14]1[CH:15]=[C:16]([CH:19]=[CH:20][CH:21]=1)[CH2:17]Br.Cl[C:23]1[CH:32]=[N:31][C:30]2[C:25](=[CH:26][CH:27]=[CH:28][CH:29]=2)[N:24]=1, predict the reaction product. The product is: [I:13][C:14]1[CH:15]=[C:16]([CH:19]=[CH:20][CH:21]=1)[CH2:17][N:2]1[CH2:3][CH2:4][CH2:5][C:6]2([CH2:11][CH2:10][N:9]([C:23]3[CH:32]=[N:31][C:30]4[C:25](=[CH:26][CH:27]=[CH:28][CH:29]=4)[N:24]=3)[CH2:8][CH2:7]2)[C:1]1=[O:12]. (4) Given the reactants C(N(CC)CC)C.[Cl:8][C:9]1[CH:17]=[C:16]2[C:12]([C:13]([CH:25]=[O:26])=[CH:14][N:15]2C(OC(C)(C)C)=O)=[CH:11][CH:10]=1.[N:27]1[C:28]([CH:36]=[N:37][C:38]2[CH:43]=[CH:42][CH:41]=[C:40]([O:44][CH3:45])[CH:39]=2)=[CH:29][N:30]2[CH:35]=[CH:34][CH:33]=[CH:32][C:31]=12, predict the reaction product. The product is: [Cl:8][C:9]1[CH:17]=[C:16]2[C:12]([C:13]([C:25](=[O:26])[CH:36]([C:28]3[N:27]=[C:31]4[CH:32]=[CH:33][CH:34]=[CH:35][N:30]4[CH:29]=3)[NH:37][C:38]3[CH:43]=[CH:42][CH:41]=[C:40]([O:44][CH3:45])[CH:39]=3)=[CH:14][NH:15]2)=[CH:11][CH:10]=1. (5) The product is: [Cl:1][C:2]1[C:3]([O:18][CH2:19][CH2:20][CH2:21][O:22][C:23]2[CH:28]=[CH:27][C:26]([C:29]([F:32])([F:30])[F:31])=[CH:25][N:24]=2)=[C:4]([CH:9]=[C:10]([O:12][CH2:13][CH:14]=[C:15]([Cl:17])[Cl:16])[CH:11]=1)[C:5]([OH:7])=[O:6]. Given the reactants [Cl:1][C:2]1[C:3]([O:18][CH2:19][CH2:20][CH2:21][O:22][C:23]2[CH:28]=[CH:27][C:26]([C:29]([F:32])([F:31])[F:30])=[CH:25][N:24]=2)=[C:4]([CH:9]=[C:10]([O:12][CH2:13][CH:14]=[C:15]([Cl:17])[Cl:16])[CH:11]=1)[C:5]([O:7]C)=[O:6].[OH-].[Na+].Cl, predict the reaction product. (6) Given the reactants [Cl-].[NH4+].[Cl:3][C:4]1[C:11]([N+:12]([O-])=O)=[CH:10][C:7]([C:8]#[N:9])=[CH:6][C:5]=1[O:15][CH:16]1[CH2:21][CH2:20][N:19]([C:22]2([CH3:26])[CH2:25][O:24][CH2:23]2)[CH2:18][CH2:17]1, predict the reaction product. The product is: [NH2:12][C:11]1[CH:10]=[C:7]([CH:6]=[C:5]([O:15][CH:16]2[CH2:21][CH2:20][N:19]([C:22]3([CH3:26])[CH2:23][O:24][CH2:25]3)[CH2:18][CH2:17]2)[C:4]=1[Cl:3])[C:8]#[N:9]. (7) Given the reactants [NH2:1][C:2]1[C:7]([Br:8])=[N:6][CH:5]=[C:4]([NH2:9])[N:3]=1.[C:10](OC(=O)C)(=[O:12])[CH3:11], predict the reaction product. The product is: [NH2:1][C:2]1[C:7]([Br:8])=[N:6][CH:5]=[C:4]([NH:9][C:10](=[O:12])[CH3:11])[N:3]=1. (8) Given the reactants [F:1][C:2]([F:11])([F:10])[C:3]1[N:8]=[CH:7][N:6]=[C:5](O)[CH:4]=1.P(Cl)(Cl)([Cl:14])=O.N1C2C(=CC=CC=2)C=CC=1, predict the reaction product. The product is: [Cl:14][C:5]1[CH:4]=[C:3]([C:2]([F:11])([F:10])[F:1])[N:8]=[CH:7][N:6]=1.